Dataset: Full USPTO retrosynthesis dataset with 1.9M reactions from patents (1976-2016). Task: Predict the reactants needed to synthesize the given product. (1) The reactants are: [CH3:1][O:2][C:3]1[CH:4]=[C:5]2[C:10](=[CH:11][C:12]=1[O:13][CH3:14])[N:9]=[CH:8][N:7]=[C:6]2[O:15][C:16]1[CH:22]=[CH:21][C:19]([NH2:20])=[CH:18][C:17]=1[CH3:23].ClC(Cl)(O[C:28](=[O:34])OC(Cl)(Cl)Cl)Cl.[CH2:36]([NH2:39])[CH2:37][CH3:38].CO. Given the product [CH3:1][O:2][C:3]1[CH:4]=[C:5]2[C:10](=[CH:11][C:12]=1[O:13][CH3:14])[N:9]=[CH:8][N:7]=[C:6]2[O:15][C:16]1[CH:22]=[CH:21][C:19]([NH:20][C:28]([NH:39][CH2:36][CH2:37][CH3:38])=[O:34])=[CH:18][C:17]=1[CH3:23], predict the reactants needed to synthesize it. (2) Given the product [ClH:1].[O:2]1[CH2:6][CH2:5][O:4][CH:3]1[CH2:7][CH2:8][CH2:9][CH2:10][O:11][C:12]1[CH:13]=[C:14]([C:18]([OH:42])([C:36]2[CH:37]=[CH:38][CH:39]=[CH:40][CH:41]=2)[C:19]([O:21][CH2:22][CH:23]2[CH2:28][CH2:27][NH:26][CH2:25][CH2:24]2)=[O:20])[CH:15]=[CH:16][CH:17]=1, predict the reactants needed to synthesize it. The reactants are: [ClH:1].[O:2]1[CH2:6][CH2:5][O:4][CH:3]1[CH2:7][CH2:8][CH2:9][CH2:10][O:11][C:12]1[CH:13]=[C:14]([C:18]([OH:42])([C:36]2[CH:41]=[CH:40][CH:39]=[CH:38][CH:37]=2)[C:19]([O:21][CH2:22][CH:23]2[CH2:28][CH2:27][N:26](C(OC(C)(C)C)=O)[CH2:25][CH2:24]2)=[O:20])[CH:15]=[CH:16][CH:17]=1. (3) Given the product [OH:15][C:4]1[CH:9]=[CH:8][C:7]([CH2:10][CH2:11][CH2:12][OH:14])=[CH:6][CH:5]=1, predict the reactants needed to synthesize it. The reactants are: C([C:4]1[CH:9]=[CH:8][C:7]([CH2:10][CH2:11][C:12]([OH:14])=O)=[CH:6][CH:5]=1)(=O)C.[O:15]1CCCC1.[H-].[Al+3].[Li+].[H-].[H-].[H-]. (4) The reactants are: [Cl:1][C:2]1[C:3]([C:12]2[CH:17]=[C:16]([O:18]C)[C:15]([Cl:20])=[CH:14][C:13]=2[F:21])=[N:4][CH:5]=[N:6][C:7]=1[C:8]([F:11])([F:10])[F:9].Br. Given the product [Cl:1][C:2]1[C:3]([C:12]2[CH:17]=[C:16]([OH:18])[C:15]([Cl:20])=[CH:14][C:13]=2[F:21])=[N:4][CH:5]=[N:6][C:7]=1[C:8]([F:11])([F:9])[F:10], predict the reactants needed to synthesize it. (5) The reactants are: [CH3:1][O:2][C:3]1[CH:4]=[C:5]([C:9]2([C:17]#[N:18])[CH2:15][CH2:14][CH2:13][C:12](=O)[CH2:11][CH2:10]2)[CH:6]=[CH:7][CH:8]=1.[CH2:19]([NH2:26])[C:20]1[CH:25]=[CH:24][CH:23]=[CH:22][CH:21]=1.C(O)(=O)C.C(O[BH-](OC(=O)C)OC(=O)C)(=O)C.[Na+].C(=O)([O-])O.[Na+]. Given the product [CH2:19]([NH:26][CH:12]1[CH2:13][CH2:14][CH2:15][C:9]([C:5]2[CH:6]=[CH:7][CH:8]=[C:3]([O:2][CH3:1])[CH:4]=2)([C:17]#[N:18])[CH2:10][CH2:11]1)[C:20]1[CH:25]=[CH:24][CH:23]=[CH:22][CH:21]=1, predict the reactants needed to synthesize it. (6) Given the product [CH:18]([O:17][C:14]1[CH:15]=[CH:16][C:11]([N:8]2[CH2:7][CH2:6][C:5]3([CH2:21][CH2:22][C:2](=[O:1])[CH2:3][CH2:4]3)[C:9]2=[O:10])=[CH:12][CH:13]=1)([CH3:20])[CH3:19], predict the reactants needed to synthesize it. The reactants are: [OH:1][CH:2]1[CH2:22][CH2:21][C:5]2([C:9](=[O:10])[N:8]([C:11]3[CH:16]=[CH:15][C:14]([O:17][CH:18]([CH3:20])[CH3:19])=[CH:13][CH:12]=3)[CH2:7][CH2:6]2)[CH2:4][CH2:3]1.CC1(C)N([O])C(C)(C)CCC1.[Br-].[K+].C(=O)(O)[O-].[Na+]. (7) Given the product [F:38][C:35]([F:36])([F:37])[O:34][C:31]1[CH:30]=[CH:29][C:28]([N:25]2[CH:26]=[N:27][C:23]([C:20]3[CH:21]=[CH:22][C:17]([NH:14][C:15]([NH:9][C:4]4[CH:5]=[N:6][CH:7]=[CH:8][C:3]=4[C:2]([F:1])([F:10])[F:11])=[S:16])=[CH:18][CH:19]=3)=[N:24]2)=[CH:33][CH:32]=1, predict the reactants needed to synthesize it. The reactants are: [F:1][C:2]([F:11])([F:10])[C:3]1[CH:8]=[CH:7][N:6]=[CH:5][C:4]=1[NH2:9].[H-].[Na+].[N:14]([C:17]1[CH:22]=[CH:21][C:20]([C:23]2[N:27]=[CH:26][N:25]([C:28]3[CH:33]=[CH:32][C:31]([O:34][C:35]([F:38])([F:37])[F:36])=[CH:30][CH:29]=3)[N:24]=2)=[CH:19][CH:18]=1)=[C:15]=[S:16].